From a dataset of Forward reaction prediction with 1.9M reactions from USPTO patents (1976-2016). Predict the product of the given reaction. (1) Given the reactants [CH2:1]=[O:2].[OH-].[Na+].[N:5]1[C:12]([NH2:13])=[N:11][C:9]([NH2:10])=[N:8][C:6]=1[NH2:7].CO.[N+]([O-])(O)=O, predict the reaction product. The product is: [CH2:1]=[O:2].[N:5]1[C:12]([NH2:13])=[N:11][C:9]([NH2:10])=[N:8][C:6]=1[NH2:7]. (2) The product is: [Br:1][C:2]1[CH:10]=[CH:9][C:5]([C:6]([O:8][CH3:13])=[O:7])=[C:4]([CH3:11])[CH:3]=1. Given the reactants [Br:1][C:2]1[CH:10]=[CH:9][C:5]([C:6]([OH:8])=[O:7])=[C:4]([CH3:11])[CH:3]=1.Cl.[CH3:13]O, predict the reaction product. (3) Given the reactants C=CC1C=CC=CC=1.[F:9]C1C=CC(C=C)=CC=1.[C:18]1([C@H:24]2[CH2:26][C@H:25]2[CH2:27][OH:28])[CH:23]=[CH:22][CH:21]=[CH:20][CH:19]=1, predict the reaction product. The product is: [F:9][C:21]1[CH:22]=[CH:23][C:18]([CH:24]2[CH2:26][CH:25]2[CH:27]=[O:28])=[CH:19][CH:20]=1. (4) Given the reactants [Cl:1][C:2]1[C:3]([OH:20])=[C:4]([CH2:14][CH2:15][C:16]([O:18]C)=[O:17])[CH:5]=[C:6]2[C:11]=1[O:10][C:9](=[O:12])[CH:8]=[C:7]2[CH3:13].Cl, predict the reaction product. The product is: [Cl:1][C:2]1[C:3]([OH:20])=[C:4]([CH2:14][CH2:15][C:16]([OH:18])=[O:17])[CH:5]=[C:6]2[C:11]=1[O:10][C:9](=[O:12])[CH:8]=[C:7]2[CH3:13]. (5) Given the reactants [Cl:1][C:2]1[N:7]=[C:6]([NH:8][C:9]2[CH:14]=[CH:13][C:12]3OCCO[C:11]=3[CH:10]=2)[C:5]([F:19])=[CH:4][N:3]=1.ClC1N=C(Cl)C(F)=CN=1.NC1C=C(C=CC=1)[CH2:33][OH:34], predict the reaction product. The product is: [Cl:1][C:2]1[N:7]=[C:6]([NH:8][C:9]2[CH:14]=[CH:13][CH:12]=[C:11]([CH2:33][OH:34])[CH:10]=2)[C:5]([F:19])=[CH:4][N:3]=1. (6) Given the reactants [OH-].[K+].[Cl:3][C:4]1[C:9]2[N:10]=[C:11](N)[S:12][C:8]=2[CH:7]=[CH:6][CH:5]=1.Cl.C([CH2:17][O:18][C:19]1[C:20]([F:29])=[C:21]([C:26]([NH2:28])=[O:27])[C:22]([F:25])=[CH:23][CH:24]=1)#N, predict the reaction product. The product is: [Cl:3][C:4]1[C:9]2[N:10]=[C:11]([CH2:17][O:18][C:19]3[C:20]([F:29])=[C:21]([C:26]([NH2:28])=[O:27])[C:22]([F:25])=[CH:23][CH:24]=3)[S:12][C:8]=2[CH:7]=[CH:6][CH:5]=1. (7) Given the reactants C([O:4][CH2:5][C:6]1[C:7]([S:37]([CH3:40])(=[O:39])=[O:38])=[CH:8][C:9]2[N:13]3[CH2:14][CH2:15][N:16]([C:21]4[N:26]=[C:25]([C:27]([F:30])([F:29])[F:28])[C:24]([C:31]([O:33]CC)=[O:32])=[CH:23][N:22]=4)[C@H:17]([CH:18]([CH3:20])[CH3:19])[C:12]3=[N:11][C:10]=2[CH:36]=1)(=O)C.O[Li].O, predict the reaction product. The product is: [OH:4][CH2:5][C:6]1[C:7]([S:37]([CH3:40])(=[O:38])=[O:39])=[CH:8][C:9]2[N:13]3[CH2:14][CH2:15][N:16]([C:21]4[N:26]=[C:25]([C:27]([F:29])([F:28])[F:30])[C:24]([C:31]([OH:33])=[O:32])=[CH:23][N:22]=4)[C@H:17]([CH:18]([CH3:20])[CH3:19])[C:12]3=[N:11][C:10]=2[CH:36]=1.[OH:4][CH2:5][C:6]1[C:7]([S:37]([CH3:40])(=[O:38])=[O:39])=[CH:8][C:9]2[N:13]3[CH2:14][CH2:15][N:16]([C:21]4[N:26]=[C:25]([C:27]([F:29])([F:28])[F:30])[C:24]([C:31]([OH:33])=[O:32])=[CH:23][N:22]=4)[C@@H:17]([CH:18]([CH3:20])[CH3:19])[C:12]3=[N:11][C:10]=2[CH:36]=1.